This data is from Catalyst prediction with 721,799 reactions and 888 catalyst types from USPTO. The task is: Predict which catalyst facilitates the given reaction. (1) Reactant: Cl.[C:2]([O:7][C@@H:8]1[C@H:25](O)[C:24]2[C:23]3[N:22]([CH3:27])[C:21]4[N:20]=[C:19]5[CH:28]=[CH:29][CH:30]=[CH:31][C:18]5=[CH:17][C:16]=4[C:15](=[O:32])[C:14]=3[C:13]([O:33][CH3:34])=[CH:12][C:11]=2[O:10][C:9]1([CH3:36])[CH3:35])(=[O:6])[CH2:3][CH2:4][CH3:5]. Product: [C:2]([O:7][C:8]1[C:9]([CH3:35])([CH3:36])[O:10][C:11]2[CH:12]=[C:13]([O:33][CH3:34])[C:14]3[C:15](=[O:32])[C:16]4[CH:17]=[C:18]5[CH:31]=[CH:30][CH:29]=[CH:28][C:19]5=[N:20][C:21]=4[N:22]([CH3:27])[C:23]=3[C:24]=2[CH:25]=1)(=[O:6])[CH2:3][CH2:4][CH3:5]. The catalyst class is: 4. (2) Reactant: [Br:1][C:2]1[CH:7]=[CH:6][C:5]([OH:8])=[CH:4][C:3]=1[O:9][CH3:10].[CH3:11][CH:12]([Si:14](Cl)([CH:18]([CH3:20])[CH3:19])[CH:15]([CH3:17])[CH3:16])[CH3:13].C(N(CC)CC)C. Product: [Br:1][C:2]1[CH:7]=[CH:6][C:5]([O:8][Si:14]([CH:18]([CH3:20])[CH3:19])([CH:15]([CH3:17])[CH3:16])[CH:12]([CH3:13])[CH3:11])=[CH:4][C:3]=1[O:9][CH3:10]. The catalyst class is: 7. (3) Reactant: C([O:3][C:4]([C:6]1[NH:7][N:8]=[C:9]([C:13]2[S:14][CH:15]=[CH:16][CH:17]=2)[C:10]=1[C:11]#[N:12])=[O:5])C.[H-].[Na+].Br[CH2:21][C:22]1[CH:26]=[C:25]([C:27]2[S:28][C:29]([Cl:32])=[CH:30][CH:31]=2)[O:24][N:23]=1.[OH-].[Na+]. Product: [Cl:32][C:29]1[S:28][C:27]([C:25]2[O:24][N:23]=[C:22]([CH2:21][N:7]3[C:6]([C:4]([OH:3])=[O:5])=[C:10]([C:11]#[N:12])[C:9]([C:13]4[S:14][CH:15]=[CH:16][CH:17]=4)=[N:8]3)[CH:26]=2)=[CH:31][CH:30]=1. The catalyst class is: 3. (4) Reactant: [F:1][C:2]1[C:3]([NH:15][CH2:16][CH:17]2[CH2:21][CH2:20][CH2:19][N:18]2[C:22](=[O:26])[CH2:23][C:24]#[N:25])=[N:4][C:5]([NH:8][C:9]2[CH:14]=[CH:13][CH:12]=[CH:11][CH:10]=2)=[N:6][CH:7]=1.[CH:27]1([CH:30]=O)[CH2:29][CH2:28]1.C(O)(=O)C.N1CCCCC1. Product: [CH:27]1([CH:30]=[C:23]([C:22]([N:18]2[CH2:19][CH2:20][CH2:21][CH:17]2[CH2:16][NH:15][C:3]2[C:2]([F:1])=[CH:7][N:6]=[C:5]([NH:8][C:9]3[CH:14]=[CH:13][CH:12]=[CH:11][CH:10]=3)[N:4]=2)=[O:26])[C:24]#[N:25])[CH2:29][CH2:28]1. The catalyst class is: 14.